From a dataset of Forward reaction prediction with 1.9M reactions from USPTO patents (1976-2016). Predict the product of the given reaction. Given the reactants Br[C:2]1[C:11]2[CH2:10][O:9][C:8]([NH:12][C@H:13]3[C:21]4[C:16](=[CH:17][CH:18]=[CH:19][CH:20]=4)[CH2:15][CH2:14]3)=[N:7][C:6]=2[CH:5]=[CH:4][CH:3]=1.[C-:22]#[N:23].O, predict the reaction product. The product is: [C@H:13]1([NH:12][C:8]2[O:9][CH2:10][C:11]3[C:2]([C:22]#[N:23])=[CH:3][CH:4]=[CH:5][C:6]=3[N:7]=2)[C:21]2[C:16](=[CH:17][CH:18]=[CH:19][CH:20]=2)[CH2:15][CH2:14]1.